From a dataset of Forward reaction prediction with 1.9M reactions from USPTO patents (1976-2016). Predict the product of the given reaction. (1) Given the reactants [H-].[Na+].[O:3]=[C:4]1[C@@:8]2([CH2:13][CH2:12][CH2:11][N:10]([C:14]3[CH:19]=[CH:18][C:17]([NH:20][C:21](=[O:24])[O:22][CH3:23])=[CH:16][CH:15]=3)[CH2:9]2)[CH2:7][CH2:6][N:5]1[CH:25]1[CH2:30][CH2:29][O:28][CH2:27][CH2:26]1.O1CCC[CH2:32]1.CI, predict the reaction product. The product is: [CH3:32][N:20]([C:17]1[CH:18]=[CH:19][C:14]([N:10]2[CH2:11][CH2:12][CH2:13][C@@:8]3([C:4](=[O:3])[N:5]([CH:25]4[CH2:30][CH2:29][O:28][CH2:27][CH2:26]4)[CH2:6][CH2:7]3)[CH2:9]2)=[CH:15][CH:16]=1)[C:21](=[O:24])[O:22][CH3:23]. (2) The product is: [NH2:1][C:2]1[C:3]([CH2:17][N:18]2[CH2:23][CH2:22][N:21]([C:24]([O:26][C:27]([CH3:28])([CH3:29])[CH3:30])=[O:25])[CH2:20][CH2:19]2)=[CH:4][C:5]([C:13]([F:15])([F:16])[F:14])=[CH:6][C:7]=1[C:8]([OH:10])=[O:9]. Given the reactants [NH2:1][C:2]1[C:7]([C:8]([O:10]CC)=[O:9])=[CH:6][C:5]([C:13]([F:16])([F:15])[F:14])=[CH:4][C:3]=1[CH2:17][N:18]1[CH2:23][CH2:22][N:21]([C:24]([O:26][C:27]([CH3:30])([CH3:29])[CH3:28])=[O:25])[CH2:20][CH2:19]1.NC1C(Br)=CC(C(F)(F)F)=CC=1C(O)=O, predict the reaction product. (3) Given the reactants [NH2:1][C:2]1[CH:3]=[C:4]([C@H:17]([CH3:23])[CH2:18][C:19]([O:21]C)=[O:20])[CH:5]=[CH:6][C:7]=1[N:8]([CH2:13][CH:14]([CH3:16])[CH3:15])[CH2:9][CH:10]([CH3:12])[CH3:11].[N:24]1[CH:29]=[C:28]([NH2:30])[CH:27]=[N:26][CH:25]=1.N[C:32](N)=[O:33], predict the reaction product. The product is: [CH2:9]([N:8]([CH2:13][CH:14]([CH3:15])[CH3:16])[C:7]1[CH:6]=[CH:5][C:4]([C@@H:17]([CH3:23])[CH2:18][C:19]([OH:21])=[O:20])=[CH:3][C:2]=1[NH:1][C:32]([NH:30][C:28]1[CH:29]=[N:24][CH:25]=[N:26][CH:27]=1)=[O:33])[CH:10]([CH3:12])[CH3:11]. (4) Given the reactants [CH2:1]([O:3][C:4](=[O:18])[CH2:5][CH2:6][CH2:7][CH2:8][CH2:9][N:10]1[CH2:15][CH2:14][O:13][C@H:12]([CH2:16][NH2:17])[CH2:11]1)[CH3:2].[NH2:19][C:20]1[C:28]([Cl:29])=[CH:27][C:23]([C:24]([OH:26])=[O:25])=[C:22]([O:30][CH2:31][CH3:32])[CH:21]=1.Cl.C(N=C=NCCCN(C)C)C, predict the reaction product. The product is: [NH2:19][C:20]1[C:28]([Cl:29])=[CH:27][C:23]([C:24]([NH:17][CH2:16][C@@H:12]2[CH2:11][N:10]([CH2:9][CH2:8][CH2:7][CH2:6][CH2:5][C:4]([OH:3])=[O:18])[CH2:15][CH2:14][O:13]2)=[O:25])=[C:22]([O:30][CH2:31][CH3:32])[CH:21]=1.[CH2:1]([O:3][C:4](=[O:18])[CH2:5][CH2:6][CH2:7][CH2:8][CH2:9][N:10]1[CH2:15][CH2:14][O:13][C@H:12]([CH2:16][NH:17][C:24](=[O:26])[C:23]2[CH:27]=[C:28]([Cl:29])[C:20]([NH2:19])=[CH:21][C:22]=2[O:30][CH2:31][CH3:32])[CH2:11]1)[CH3:2]. (5) Given the reactants C(N(C(C)C)CC)(C)C.[CH2:10]([NH2:17])[C:11]1[CH:16]=[CH:15][CH:14]=[CH:13][CH:12]=1.[C:18]([CH2:20][C:21](O)=[O:22])#[N:19].C(Cl)CCl.C1C=CC2N(O)N=NC=2C=1, predict the reaction product. The product is: [C:18]([CH2:20][C:21]([NH:17][CH2:10][C:11]1[CH:16]=[CH:15][CH:14]=[CH:13][CH:12]=1)=[O:22])#[N:19]. (6) Given the reactants [CH3:1][O:2][C:3]1[CH:8]=[CH:7][C:6]([C:9]([F:15])([F:14])[C:10]([F:13])([F:12])[F:11])=[CH:5][CH:4]=1.[Li]CCCC.[C:21](Cl)(=[O:23])[CH3:22], predict the reaction product. The product is: [CH3:1][O:2][C:3]1[CH:4]=[CH:5][C:6]([C:9]([F:14])([F:15])[C:10]([F:11])([F:12])[F:13])=[CH:7][C:8]=1[C:21](=[O:23])[CH3:22]. (7) Given the reactants [F:1][C:2]1([F:9])[CH2:7][NH:6][C:5]([NH2:8])=[N:4][CH2:3]1.C(=O)([O-])[O-].[K+].[K+].[N:16]1[CH:21]=[CH:20][C:19]([C:22](=O)[CH2:23][C:24](OCC)=[O:25])=[N:18][CH:17]=1, predict the reaction product. The product is: [F:1][C:2]1([F:9])[CH2:7][N:6]2[C:24](=[O:25])[CH:23]=[C:22]([C:19]3[CH:20]=[CH:21][N:16]=[CH:17][N:18]=3)[N:8]=[C:5]2[NH:4][CH2:3]1.